The task is: Predict the reaction yield, written as a fraction of the theoretical maximum amount of product (1.0 means a 100% yield; for example, 0.34 means a 34% yield).. This data is from Reaction yield outcomes from USPTO patents with 853,638 reactions. The catalyst is [O-2].[O-2].[Mn+4].O1CCCC1. The yield is 0.890. The product is [CH3:1][C:2]1[O:6][C:5]([C:7]2[CH:8]=[CH:9][CH:10]=[CH:11][CH:12]=2)=[N:4][C:3]=1[CH2:13][O:14][C:15]1[CH:35]=[CH:34][C:18]([O:19][CH2:20][C:21]2[O:25][C:24]([C:26]3[CH:27]=[CH:28][CH:29]=[CH:30][CH:31]=3)=[N:23][C:22]=2[CH:32]=[O:33])=[CH:17][CH:16]=1. The reactants are [CH3:1][C:2]1[O:6][C:5]([C:7]2[CH:12]=[CH:11][CH:10]=[CH:9][CH:8]=2)=[N:4][C:3]=1[CH2:13][O:14][C:15]1[CH:35]=[CH:34][C:18]([O:19][CH2:20][C:21]2[O:25][C:24]([C:26]3[CH:31]=[CH:30][CH:29]=[CH:28][CH:27]=3)=[N:23][C:22]=2[CH2:32][OH:33])=[CH:17][CH:16]=1.